This data is from Forward reaction prediction with 1.9M reactions from USPTO patents (1976-2016). The task is: Predict the product of the given reaction. (1) Given the reactants [C:1]([N:4]1[C:13]2[C:8](=[CH:9][C:10]([N:14]3[CH2:19][CH2:18][N:17]([C:20]([O:22][C:23]([CH3:26])([CH3:25])[CH3:24])=[O:21])[CH2:16][CH2:15]3)=[CH:11][CH:12]=2)[C@H:7]([NH2:27])[C@@H:6]([CH3:28])[C@@H:5]1[CH:29]1[CH2:31][CH2:30]1)(=[O:3])[CH3:2].Br[C:33]1[CH:38]=[CH:37][CH:36]=[CH:35][CH:34]=1.CN(C1C(C2C(P(C3CCCCC3)C3CCCCC3)=CC=CC=2)=CC=CC=1)C, predict the reaction product. The product is: [C:1]([N:4]1[C:13]2[C:8](=[CH:9][C:10]([N:14]3[CH2:15][CH2:16][N:17]([C:20]([O:22][C:23]([CH3:26])([CH3:25])[CH3:24])=[O:21])[CH2:18][CH2:19]3)=[CH:11][CH:12]=2)[C@H:7]([NH:27][C:33]2[CH:38]=[CH:37][CH:36]=[CH:35][CH:34]=2)[C@@H:6]([CH3:28])[C@@H:5]1[CH:29]1[CH2:30][CH2:31]1)(=[O:3])[CH3:2]. (2) Given the reactants C(N(CC)C(C)C)(C)C.Cl.Cl.[CH3:12][Si:13]([CH3:40])([CH3:39])[CH2:14][CH2:15][O:16][CH2:17][N:18]1[C:22]2[N:23]=[CH:24][N:25]=[C:26]([C:27]3[CH:28]=[N:29][N:30]([C:32]4([CH2:36][C:37]#[N:38])[CH2:35][NH:34][CH2:33]4)[CH:31]=3)[C:21]=2[CH:20]=[CH:19]1.Cl[C:42]1[N:43]=[CH:44][C:45]([C:48]([NH:50][C:51]2([C:54]([F:57])([F:56])[F:55])[CH2:53][CH2:52]2)=[O:49])=[N:46][CH:47]=1.C([O-])(O)=O.[Na+], predict the reaction product. The product is: [C:37]([CH2:36][C:32]1([N:30]2[CH:31]=[C:27]([C:26]3[C:21]4[CH:20]=[CH:19][N:18]([CH2:17][O:16][CH2:15][CH2:14][Si:13]([CH3:39])([CH3:12])[CH3:40])[C:22]=4[N:23]=[CH:24][N:25]=3)[CH:28]=[N:29]2)[CH2:33][N:34]([C:42]2[N:43]=[CH:44][C:45]([C:48]([NH:50][C:51]3([C:54]([F:57])([F:56])[F:55])[CH2:52][CH2:53]3)=[O:49])=[N:46][CH:47]=2)[CH2:35]1)#[N:38]. (3) Given the reactants [P:1]([O-:21])([O:12][CH2:13][CH:14]([CH2:19][CH3:20])[CH2:15][CH2:16][CH2:17][CH3:18])([O:3][CH2:4][CH:5]([CH2:10][CH3:11])[CH2:6][CH2:7][CH2:8][CH3:9])=[O:2].[OH-].[Na+:23], predict the reaction product. The product is: [P:1]([O-:21])([O:3][CH2:4][CH:5]([CH2:10][CH3:11])[CH2:6][CH2:7][CH2:8][CH3:9])([O:12][CH2:13][CH:14]([CH2:19][CH3:20])[CH2:15][CH2:16][CH2:17][CH3:18])=[O:2].[Na+:23]. (4) Given the reactants [Br:1][C:2]1[C:3]2[C:15]([CH3:16])=[CH:14][CH:13]=[CH:12][C:4]=2[S:5][C:6]=1[C:7]([O:9]CC)=[O:8].[OH-].[K+], predict the reaction product. The product is: [Br:1][C:2]1[C:3]2[C:15]([CH3:16])=[CH:14][CH:13]=[CH:12][C:4]=2[S:5][C:6]=1[C:7]([OH:9])=[O:8]. (5) Given the reactants [OH:1][CH:2]([C:5]1[CH:6]=[C:7]2[C:12](=[CH:13][C:14]=1[C:15]([F:18])([F:17])[F:16])[NH:11][C:10](=[O:19])[N:9]([NH:20][S:21]([CH3:24])(=[O:23])=[O:22])[C:8]2=[O:25])[CH2:3][CH3:4].[C:26](Cl)(=[O:30])[CH2:27][CH2:28][CH3:29], predict the reaction product. The product is: [C:26]([N:20]([N:9]1[C:8](=[O:25])[C:7]2[C:12](=[CH:13][C:14]([C:15]([F:16])([F:18])[F:17])=[C:5]([CH:2]([OH:1])[CH2:3][CH3:4])[CH:6]=2)[NH:11][C:10]1=[O:19])[S:21]([CH3:24])(=[O:23])=[O:22])(=[O:30])[CH2:27][CH2:28][CH3:29].